Dataset: Reaction yield outcomes from USPTO patents with 853,638 reactions. Task: Predict the reaction yield, written as a fraction of the theoretical maximum amount of product (1.0 means a 100% yield; for example, 0.34 means a 34% yield). (1) The reactants are S(Cl)(Cl)=O.[Cl:5][C:6]1[CH:11]=[CH:10][C:9]([N+:12]([O-:14])=[O:13])=[CH:8][C:7]=1[S:15]([OH:18])(=O)=[O:16].S(Cl)(Cl)(=O)=O.[OH-].[NH4+:25]. The catalyst is C1(C)C=CC=CC=1.O1CCCC1.CN(C)C=O. The product is [Cl:5][C:6]1[CH:11]=[CH:10][C:9]([N+:12]([O-:14])=[O:13])=[CH:8][C:7]=1[S:15]([NH2:25])(=[O:18])=[O:16]. The yield is 0.424. (2) The reactants are [Cl:1][C:2]1[CH:3]=[N:4][N:5]([CH3:17])[C:6]=1[C:7]1[CH:8]=[C:9]([C:14]([OH:16])=O)[S:10][C:11]=1[O:12][CH3:13].[NH2:18][C@@H:19]([CH2:32][C:33]1[CH:38]=[CH:37][CH:36]=[CH:35][C:34]=1[C:39]([F:42])([F:41])[F:40])[CH2:20][N:21]1[C:29](=[O:30])[C:28]2[C:23](=[CH:24][CH:25]=[CH:26][CH:27]=2)[C:22]1=[O:31].C1CN([P+](Br)(N2CCCC2)N2CCCC2)CC1.F[P-](F)(F)(F)(F)F.CCN(C(C)C)C(C)C. The catalyst is C(Cl)(Cl)Cl. The product is [Cl:1][C:2]1[CH:3]=[N:4][N:5]([CH3:17])[C:6]=1[C:7]1[CH:8]=[C:9]([C:14]([NH:18][C@@H:19]([CH2:32][C:33]2[CH:38]=[CH:37][CH:36]=[CH:35][C:34]=2[C:39]([F:42])([F:40])[F:41])[CH2:20][N:21]2[C:29](=[O:30])[C:28]3[C:23](=[CH:24][CH:25]=[CH:26][CH:27]=3)[C:22]2=[O:31])=[O:16])[S:10][C:11]=1[O:12][CH3:13]. The yield is 0.450. (3) The reactants are [Cl:1][C:2]1[CH:34]=[CH:33][C:5]([CH2:6][CH2:7][NH:8][C:9]([C:11]2[CH:32]=[CH:31][C:14]([O:15][C:16]3[CH:21]=[CH:20][C:19]([CH2:22][C:23]([O:25]CC)=[O:24])=[CH:18][C:17]=3[CH:28]3[CH2:30][CH2:29]3)=[CH:13][CH:12]=2)=[O:10])=[CH:4][CH:3]=1.[OH-].[Na+].O. The catalyst is O1CCOCC1.C(OCC)(=O)C.Cl. The product is [Cl:1][C:2]1[CH:3]=[CH:4][C:5]([CH2:6][CH2:7][NH:8][C:9]([C:11]2[CH:12]=[CH:13][C:14]([O:15][C:16]3[CH:21]=[CH:20][C:19]([CH2:22][C:23]([OH:25])=[O:24])=[CH:18][C:17]=3[CH:28]3[CH2:29][CH2:30]3)=[CH:31][CH:32]=2)=[O:10])=[CH:33][CH:34]=1. The yield is 0.759. (4) The reactants are [Li]CCCC.[Si]([CH:10]=[N+:11]=[N-:12])(C)(C)C.[O:13]=[C:14]1[N:18]([C:19]([O:21][C:22]([CH3:25])([CH3:24])[CH3:23])=[O:20])[C@H:17]([C:26]([O:28][CH2:29][CH3:30])=[O:27])[CH2:16][CH2:15]1. The catalyst is C1COCC1. The product is [C:22]([O:21][C:19]([NH:18][C@@H:17]([CH2:16][CH2:15][C:14](=[O:13])[CH:10]=[N+:11]=[N-:12])[C:26]([O:28][CH2:29][CH3:30])=[O:27])=[O:20])([CH3:23])([CH3:25])[CH3:24]. The yield is 0.750. (5) The reactants are Cl[C:2]1[C:11]2[C:6](=[CH:7][C:8]([O:14][CH3:15])=[C:9]([O:12][CH3:13])[CH:10]=2)[N:5]=[CH:4][C:3]=1[C:16]([NH2:18])=[O:17].[C:19](O)(=O)[CH3:20].[OH-].[Na+].C[N:26]([CH:28]=O)C. The catalyst is O. The product is [CH3:13][O:12][C:9]1[CH:10]=[C:11]2[C:6](=[CH:7][C:8]=1[O:14][CH3:15])[N:5]=[CH:4][C:3]([C:16]([NH2:18])=[O:17])=[C:2]2[NH:26][C:28]1[C:20]2[CH2:19][CH2:8][CH2:9][CH2:10][C:11]=2[CH:2]=[CH:3][CH:4]=1. The yield is 0.480.